This data is from Reaction yield outcomes from USPTO patents with 853,638 reactions. The task is: Predict the reaction yield, written as a fraction of the theoretical maximum amount of product (1.0 means a 100% yield; for example, 0.34 means a 34% yield). (1) The reactants are [CH3:1][O:2][C:3]1[CH:4]=[C:5]2[C:10](=[CH:11][C:12]=1[O:13][CH2:14][CH2:15][O:16][CH3:17])[N:9]=[CH:8][NH:7][C:6]2=O.O=P(Cl)(Cl)[Cl:21]. The catalyst is C1(C)C=CC=CC=1. The product is [Cl:21][C:6]1[C:5]2[C:10](=[CH:11][C:12]([O:13][CH2:14][CH2:15][O:16][CH3:17])=[C:3]([O:2][CH3:1])[CH:4]=2)[N:9]=[CH:8][N:7]=1. The yield is 0.960. (2) The reactants are FC(F)(F)C(O)=O.C(OC([NH:15][CH:16]1[CH2:21][CH2:20][CH2:19][N:18]([C:22]2[CH:23]=[C:24]([CH:31]=[CH:32][CH:33]=2)[O:25][CH2:26][C:27]([O:29][CH3:30])=[O:28])[CH2:17]1)=O)(C)(C)C. The catalyst is ClCCl. The yield is 0.880. The product is [NH2:15][CH:16]1[CH2:21][CH2:20][CH2:19][N:18]([C:22]2[CH:23]=[C:24]([CH:31]=[CH:32][CH:33]=2)[O:25][CH2:26][C:27]([O:29][CH3:30])=[O:28])[CH2:17]1. (3) The reactants are N1(C(N2C=CN=C2)=O)C=CN=C1.[C:13]([OH:17])(=O)[C:14]#[CH:15].[O:18]=[C:19]([C:26]1[CH:31]=[CH:30][CH:29]=[CH:28][CH:27]=1)[CH2:20][C:21](=[NH:25])[O:22][CH2:23][CH3:24].C(OCC)(=O)C. The catalyst is C1COCC1. The product is [C:19]([C:20]1[CH:15]=[CH:14][C:13](=[O:17])[NH:25][C:21]=1[O:22][CH2:23][CH3:24])(=[O:18])[C:26]1[CH:31]=[CH:30][CH:29]=[CH:28][CH:27]=1. The yield is 0.530. (4) The reactants are [Br:1][C:2]1[CH:3]=[CH:4][C:5]([F:16])=[C:6]([CH:15]=1)[CH2:7][C:8]1[CH:13]=[CH:12][C:11]([OH:14])=[CH:10][CH:9]=1.[H-].[Na+].I[CH2:20][CH3:21]. The product is [Br:1][C:2]1[CH:3]=[CH:4][C:5]([F:16])=[C:6]([CH2:7][C:8]2[CH:13]=[CH:12][C:11]([O:14][CH2:20][CH3:21])=[CH:10][CH:9]=2)[CH:15]=1. The yield is 0.580. The catalyst is CN(C)C=O.